Dataset: Forward reaction prediction with 1.9M reactions from USPTO patents (1976-2016). Task: Predict the product of the given reaction. (1) Given the reactants [CH3:1][O:2][CH2:3][O:4][C:5]1[C:10]([CH3:11])=[CH:9][C:8]([C:12]2[CH:17]=[CH:16][C:15]([C:18]([O:20]C)=[O:19])=[CH:14][CH:13]=2)=[CH:7][C:6]=1[CH3:22].[OH-].[Na+], predict the reaction product. The product is: [CH3:1][O:2][CH2:3][O:4][C:5]1[C:10]([CH3:11])=[CH:9][C:8]([C:12]2[CH:17]=[CH:16][C:15]([C:18]([OH:20])=[O:19])=[CH:14][CH:13]=2)=[CH:7][C:6]=1[CH3:22]. (2) Given the reactants [CH:1]([N:4]1[C:8]2[N:9]=[C:10]([C@H:14]3[C@H:18]([CH3:19])[CH2:17][NH:16][CH2:15]3)[NH:11][C:12](=[O:13])[C:7]=2[CH:6]=[N:5]1)([CH3:3])[CH3:2].[N:20]1[CH:25]=[CH:24][N:23]=[C:22]2[N:26]=[CH:27][CH:28]=[C:29]([CH:30]=O)[C:21]=12, predict the reaction product. The product is: [CH:1]([N:4]1[C:8]2[N:9]=[C:10]([C@H:14]3[C@H:18]([CH3:19])[CH2:17][N:16]([CH2:30][C:29]4[C:21]5[C:22](=[N:23][CH:24]=[CH:25][N:20]=5)[N:26]=[CH:27][CH:28]=4)[CH2:15]3)[NH:11][C:12](=[O:13])[C:7]=2[CH:6]=[N:5]1)([CH3:3])[CH3:2]. (3) Given the reactants [Cl:1][C:2]1[CH:7]=[CH:6][CH:5]=[CH:4][C:3]=1[C:8]1[C:12]([C:13]#[N:14])=[CH:11][N:10]([C:15]2[CH:16]=[CH:17][C:18]([N+:35]([O-])=O)=[C:19]([NH:21][C:22](=[O:34])[CH2:23][C:24]([C:26]3[CH:31]=[CH:30][CH:29]=[C:28]([C:32]#[N:33])[CH:27]=3)=O)[CH:20]=2)[CH:9]=1, predict the reaction product. The product is: [Cl:1][C:2]1[CH:7]=[CH:6][CH:5]=[CH:4][C:3]=1[C:8]1[C:12]([C:13]#[N:14])=[CH:11][N:10]([C:15]2[CH:16]=[CH:17][C:18]3[N:35]=[C:24]([C:26]4[CH:31]=[CH:30][CH:29]=[C:28]([C:32]#[N:33])[CH:27]=4)[CH2:23][C:22](=[O:34])[NH:21][C:19]=3[CH:20]=2)[CH:9]=1. (4) The product is: [CH3:1][O:2][CH2:3][O:4][C:5]1[CH:6]=[CH:7][C:8](/[CH:11]=[CH:12]/[C:13]([NH:46][CH2:37][CH2:38][CH2:39][CH2:40][CH2:41][CH2:42][CH2:43][CH2:44][CH3:45])=[O:15])=[CH:9][CH:10]=1. Given the reactants [CH3:1][O:2][CH2:3][O:4][C:5]1[CH:10]=[CH:9][C:8](/[CH:11]=[CH:12]/[C:13]([OH:15])=O)=[CH:7][CH:6]=1.CCN=C=NCCCN(C)C.C1C=CC2N(O)N=NC=2C=1.[CH2:37]([NH2:46])[CH2:38][CH2:39][CH2:40][CH2:41][CH2:42][CH2:43][CH2:44][CH3:45], predict the reaction product.